Dataset: Reaction yield outcomes from USPTO patents with 853,638 reactions. Task: Predict the reaction yield, written as a fraction of the theoretical maximum amount of product (1.0 means a 100% yield; for example, 0.34 means a 34% yield). (1) The reactants are [C:1]([O:5][C:6]([N:8]1[CH2:12][CH2:11][CH2:10][C@@H:9]1[CH2:13][O:14][C:15]1[CH:20]=[CH:19][C:18]([OH:21])=[CH:17][CH:16]=1)=[O:7])([CH3:4])([CH3:3])[CH3:2].Br[C:23]1[CH:28]=[CH:27][C:26]([C:29]2([C:32]#[N:33])[CH2:31][CH2:30]2)=[CH:25][CH:24]=1.C(=O)([O-])[O-].[Cs+].[Cs+].CN(C)CC(O)=O.Cl. The catalyst is O1CCOCC1.[Cu]I. The product is [C:1]([O:5][C:6]([N:8]1[CH2:12][CH2:11][CH2:10][C@@H:9]1[CH2:13][O:14][C:15]1[CH:20]=[CH:19][C:18]([O:21][C:23]2[CH:28]=[CH:27][C:26]([C:29]3([C:32]#[N:33])[CH2:30][CH2:31]3)=[CH:25][CH:24]=2)=[CH:17][CH:16]=1)=[O:7])([CH3:4])([CH3:2])[CH3:3]. The yield is 0.750. (2) The reactants are C(OC([N:11]1[CH2:16][CH2:15][CH:14]([CH2:17][CH2:18][C@H:19]([NH:30][C:31](=[O:46])[C:32]2[CH:37]=[CH:36][C:35]([C:38]([N:40]3[CH2:44][CH2:43][CH2:42][CH2:41]3)=[O:39])=[C:34]([CH3:45])[CH:33]=2)[C:20]2[NH:24][C:23]3[CH:25]=[CH:26][C:27]([Cl:29])=[CH:28][C:22]=3[N:21]=2)[CH2:13][CH2:12]1)=O)C1C=CC=CC=1.I[Si](C)(C)C.ClCCl.C(O)C.ClCl. The catalyst is ClCCl. The product is [Cl:29][C:27]1[CH:26]=[CH:25][C:23]2[NH:24][C:20]([C@@H:19]([NH:30][C:31](=[O:46])[C:32]3[CH:37]=[CH:36][C:35]([C:38]([N:40]4[CH2:44][CH2:43][CH2:42][CH2:41]4)=[O:39])=[C:34]([CH3:45])[CH:33]=3)[CH2:18][CH2:17][CH:14]3[CH2:13][CH2:12][NH:11][CH2:16][CH2:15]3)=[N:21][C:22]=2[CH:28]=1. The yield is 1.00. (3) The reactants are [Br:1][C:2]1[CH:10]=[C:9]([C:11]#[N:12])[CH:8]=[C:7]2[C:3]=1[CH:4]=[CH:5][NH:6]2.[OH:13]O.[OH-].[Na+].O. The catalyst is CO. The product is [Br:1][C:2]1[CH:10]=[C:9]([C:11]([NH2:12])=[O:13])[CH:8]=[C:7]2[C:3]=1[CH:4]=[CH:5][NH:6]2. The yield is 0.970. (4) The reactants are [CH2:1]([O:8][C:9](=[O:26])[C:10]1[CH:15]=[C:14]([CH:16]=O)[CH:13]=[CH:12][C:11]=1[O:18][CH2:19][C:20]1[CH:25]=[CH:24][CH:23]=[CH:22][CH:21]=1)[C:2]1[CH:7]=[CH:6][CH:5]=[CH:4][CH:3]=1.Cl.NO.C[N:31]1CCCC1=O.Cl. The catalyst is O. The product is [CH2:1]([O:8][C:9](=[O:26])[C:10]1[CH:15]=[C:14]([C:16]#[N:31])[CH:13]=[CH:12][C:11]=1[O:18][CH2:19][C:20]1[CH:25]=[CH:24][CH:23]=[CH:22][CH:21]=1)[C:2]1[CH:7]=[CH:6][CH:5]=[CH:4][CH:3]=1. The yield is 0.767. (5) The reactants are [F:1][C:2]1[CH:17]=[CH:16][CH:15]=[C:14]([C:18]([F:21])([F:20])[F:19])[C:3]=1[CH2:4][N:5]1[C:10]([CH3:11])=[CH:9][C:8](=[O:12])[NH:7][C:6]1=[O:13].[I:22]Cl. The catalyst is CO. The product is [F:1][C:2]1[CH:17]=[CH:16][CH:15]=[C:14]([C:18]([F:21])([F:19])[F:20])[C:3]=1[CH2:4][N:5]1[C:10]([CH3:11])=[C:9]([I:22])[C:8](=[O:12])[NH:7][C:6]1=[O:13]. The yield is 0.900. (6) The reactants are [NH2:1][C:2]1[C:13]([CH3:14])=[CH:12][CH:11]=[CH:10][C:3]=1[C:4]([NH:6][CH2:7][C:8]#[N:9])=[O:5].[Cl:15][C:16]1[N:21]=[C:20](Cl)[C:19]([Cl:23])=[CH:18][N:17]=1.C(=O)([O-])[O-].[K+].[K+].CN(C)C=O.[Cl-].[NH4+]. No catalyst specified. The yield is 0.140. The product is [C:8]([CH2:7][NH:6][C:4](=[O:5])[C:3]1[CH:10]=[CH:11][CH:12]=[C:13]([CH3:14])[C:2]=1[NH:1][C:18]1[C:19]([Cl:23])=[CH:20][N:21]=[C:16]([Cl:15])[N:17]=1)#[N:9]. (7) The product is [N:13]1([C:5]([C:4]2[CH:8]=[CH:9][C:10]([O:11][CH3:12])=[C:2]([OH:1])[CH:3]=2)=[O:7])[CH2:18][CH2:17][CH2:16][C@@H:15]2[C:19]3[CH:20]=[CH:21][CH:22]=[CH:23][C:24]=3[CH2:25][C@H:14]12. The reactants are [OH:1][C:2]1[CH:3]=[C:4]([CH:8]=[CH:9][C:10]=1[O:11][CH3:12])[C:5]([OH:7])=O.[NH:13]1[CH2:18][CH2:17][CH2:16][C@@H:15]2[C:19]3[CH:20]=[CH:21][CH:22]=[CH:23][C:24]=3[CH2:25][C@H:14]12.F[P-](F)(F)(F)(F)F.N1(OC(N(C)C)=[N+](C)C)C2N=CC=CC=2N=N1. No catalyst specified. The yield is 0.450.